From a dataset of Reaction yield outcomes from USPTO patents with 853,638 reactions. Predict the reaction yield, written as a fraction of the theoretical maximum amount of product (1.0 means a 100% yield; for example, 0.34 means a 34% yield). (1) The reactants are [CH:1]12[CH2:7][CH:4]([CH:5]=[CH:6]1)[CH2:3][CH:2]2[CH2:8][CH:9]=[O:10].[CH2:11](O)[CH2:12][OH:13].C1(C)C=CC=CC=1. The catalyst is C1(C)C=CC(S(O)(=O)=O)=CC=1.O. The product is [CH:1]12[CH2:7][CH:4]([CH:5]=[CH:6]1)[CH2:3][CH:2]2[CH2:8][CH:9]1[O:13][CH2:12][CH2:11][O:10]1. The yield is 0.950. (2) The reactants are C(OC(=O)[NH:7][CH:8]1[CH2:13][CH2:12][N:11]([CH2:14][C:15]2[CH:20]=[CH:19][C:18]([O:21][CH3:22])=[C:17]([O:23][CH2:24][CH3:25])[CH:16]=2)[CH2:10][CH2:9]1)(C)(C)C. The catalyst is C(O)C.Cl.O1CCOCC1. The product is [CH2:24]([O:23][C:17]1[CH:16]=[C:15]([CH:20]=[CH:19][C:18]=1[O:21][CH3:22])[CH2:14][N:11]1[CH2:10][CH2:9][CH:8]([NH2:7])[CH2:13][CH2:12]1)[CH3:25]. The yield is 0.890.